Dataset: Reaction yield outcomes from USPTO patents with 853,638 reactions. Task: Predict the reaction yield, written as a fraction of the theoretical maximum amount of product (1.0 means a 100% yield; for example, 0.34 means a 34% yield). (1) The reactants are [CH3:1][CH:2]1[CH2:7][C:6](=O)[CH2:5][CH:4]([C:9]2[CH:14]=[CH:13][N:12]=[CH:11][C:10]=2[N+:15]([O-:17])=[O:16])[O:3]1.[C:18]1([CH2:24][NH2:25])[CH:23]=[CH:22][CH:21]=[CH:20][CH:19]=1.[BH4-].[Li+]. The catalyst is CO. The product is [CH2:24]([NH:25][CH:6]1[CH2:5][CH:4]([C:9]2[CH:14]=[CH:13][N:12]=[CH:11][C:10]=2[N+:15]([O-:17])=[O:16])[O:3][CH:2]([CH3:1])[CH2:7]1)[C:18]1[CH:23]=[CH:22][CH:21]=[CH:20][CH:19]=1. The yield is 0.820. (2) The reactants are [CH3:1][S:2](Cl)(=[O:4])=[O:3].C(N(CC)CC)C.[NH:13]1[CH2:18][CH2:17][CH:16]([CH2:19][N:20]2[C:28]3[C:23](=[CH:24][C:25]([C:29]4[CH:30]=[N:31][N:32]([CH:34]5[CH2:39][CH2:38][CH2:37][CH2:36][O:35]5)[CH:33]=4)=[CH:26][CH:27]=3)[CH:22]=[CH:21]2)[CH2:15][CH2:14]1.CO. The catalyst is ClCCl.O. The product is [CH3:1][S:2]([N:13]1[CH2:18][CH2:17][CH:16]([CH2:19][N:20]2[C:28]3[C:23](=[CH:24][C:25]([C:29]4[CH:30]=[N:31][N:32]([CH:34]5[CH2:39][CH2:38][CH2:37][CH2:36][O:35]5)[CH:33]=4)=[CH:26][CH:27]=3)[CH:22]=[CH:21]2)[CH2:15][CH2:14]1)(=[O:4])=[O:3]. The yield is 0.640. (3) The reactants are [NH2:1][C:2]1[N:6]=[CH:5][N:4]([C:7]2[CH:14]=[CH:13][C:12](/[CH:15]=[CH:16]/[CH:17]([C:22]3[CH:27]=[C:26]([Cl:28])[C:25]([Cl:29])=[C:24]([Cl:30])[CH:23]=3)[C:18]([F:21])([F:20])[F:19])=[CH:11][C:8]=2[C:9]#[N:10])[N:3]=1.[CH:31]1([C:34](Cl)=[O:35])[CH2:33][CH2:32]1. The catalyst is C(Cl)Cl. The product is [C:9]([C:8]1[CH:11]=[C:12](/[CH:15]=[CH:16]/[CH:17]([C:22]2[CH:23]=[C:24]([Cl:30])[C:25]([Cl:29])=[C:26]([Cl:28])[CH:27]=2)[C:18]([F:19])([F:20])[F:21])[CH:13]=[CH:14][C:7]=1[N:4]1[CH:5]=[N:6][C:2]([N:1]([C:34]([CH:31]2[CH2:33][CH2:32]2)=[O:35])[C:34]([CH:31]2[CH2:33][CH2:32]2)=[O:35])=[N:3]1)#[N:10]. The yield is 0.790. (4) The reactants are [Br:1][C:2]1[CH:7]=[CH:6][C:5]([O:8][CH3:9])=[CH:4][C:3]=1[N+:10]([O-])=O. The catalyst is C(O)C.[Ni]. The product is [Br:1][C:2]1[CH:7]=[CH:6][C:5]([O:8][CH3:9])=[CH:4][C:3]=1[NH2:10]. The yield is 0.860. (5) The yield is 0.580. No catalyst specified. The product is [ClH:1].[ClH:1].[C:35]([N:38]1[CH2:43][CH2:42][N:41]([CH2:2][CH2:3][CH2:4][O:5][C:6]2[CH:15]=[C:14]3[C:9]([C:10]([NH:18][C:19]4[CH:24]=[CH:23][C:22]([C:25]#[C:26][CH2:27][O:28][CH3:29])=[C:21]5[O:30][CH2:31][O:32][C:20]=45)=[C:11]([C:16]#[N:17])[CH:12]=[N:13]3)=[CH:8][C:7]=2[O:33][CH3:34])[CH2:40][CH2:39]1)(=[O:37])[CH3:36]. The reactants are [Cl:1][CH2:2][CH2:3][CH2:4][O:5][C:6]1[CH:15]=[C:14]2[C:9]([C:10]([NH:18][C:19]3[CH:24]=[CH:23][C:22]([C:25]#[C:26][CH2:27][O:28][CH3:29])=[C:21]4[O:30][CH2:31][O:32][C:20]=34)=[C:11]([C:16]#[N:17])[CH:12]=[N:13]2)=[CH:8][C:7]=1[O:33][CH3:34].[C:35]([N:38]1[CH2:43][CH2:42][NH:41][CH2:40][CH2:39]1)(=[O:37])[CH3:36].